Dataset: Reaction yield outcomes from USPTO patents with 853,638 reactions. Task: Predict the reaction yield, written as a fraction of the theoretical maximum amount of product (1.0 means a 100% yield; for example, 0.34 means a 34% yield). (1) The reactants are [F:1][C:2]1[CH:7]=[CH:6][C:5]([NH:8][C:9]2[N:14]3[N:15]=[CH:16][C:17]([C:18]([OH:20])=O)=[C:13]3[N:12]=[CH:11][C:10]=2[C:21]([N:23]2[CH2:28][CH2:27][CH:26]([C:29]3[CH:34]=[CH:33][C:32]([F:35])=[CH:31][CH:30]=3)[CH2:25][CH2:24]2)=[O:22])=[C:4]([CH3:36])[CH:3]=1.[CH2:37]([S:39]([NH2:42])(=[O:41])=[O:40])[CH3:38]. No catalyst specified. The product is [F:1][C:2]1[CH:7]=[CH:6][C:5]([NH:8][C:9]2[N:14]3[N:15]=[CH:16][C:17]([C:18]([NH:42][S:39]([CH2:37][CH3:38])(=[O:41])=[O:40])=[O:20])=[C:13]3[N:12]=[CH:11][C:10]=2[C:21]([N:23]2[CH2:28][CH2:27][CH:26]([C:29]3[CH:34]=[CH:33][C:32]([F:35])=[CH:31][CH:30]=3)[CH2:25][CH2:24]2)=[O:22])=[C:4]([CH3:36])[CH:3]=1. The yield is 0.390. (2) The reactants are [NH2:1][C:2]1[CH:3]=[C:4]([CH:8]=[CH:9][C:10]=1[CH3:11])[C:5]([OH:7])=[O:6].Cl.[N:13]([O-])=O.[Na+].[C:17]([SH:21])([CH3:20])([CH3:19])[CH3:18]. The catalyst is O.CC(C)=O. The product is [C:17]([S:21]/[N:13]=[N:1]/[C:2]1[CH:3]=[C:4]([CH:8]=[CH:9][C:10]=1[CH3:11])[C:5]([OH:7])=[O:6])([CH3:20])([CH3:19])[CH3:18]. The yield is 0.950. (3) The reactants are [CH3:1][S:2]([NH:5][CH2:6][C:7]1[C:15]2[S:14](=[O:17])(=[O:16])[N:13]=[C:12]([CH2:18][C:19]([OH:21])=O)[NH:11][C:10]=2[S:9][CH:8]=1)(=[O:4])=[O:3].F[P-](F)(F)(F)(F)F.N1([O:38][C:39](N(C)C)=[N+](C)C)C2N=CC=CC=2N=N1.CN1CCOCC1.C(OC(=O)[CH2:57][CH:58]([NH:62][CH2:63][C:64]1[CH:69]=[CH:68][C:67]([F:70])=[CH:66][CH:65]=1)[CH:59]([CH3:61])[CH3:60])C.[O-]CC.[Na+].C(O)C. The catalyst is CN(C)C=O. The product is [F:70][C:67]1[CH:66]=[CH:65][C:64]([CH2:63][N:62]2[CH:58]([CH:59]([CH3:60])[CH3:61])[CH2:57][C:19]([OH:21])=[C:18]([C:12]3[NH:11][C:10]4[S:9][CH:8]=[C:7]([CH2:6][NH:5][S:2]([CH3:1])(=[O:3])=[O:4])[C:15]=4[S:14](=[O:16])(=[O:17])[N:13]=3)[C:39]2=[O:38])=[CH:69][CH:68]=1. The yield is 0.130.